Dataset: Reaction yield outcomes from USPTO patents with 853,638 reactions. Task: Predict the reaction yield, written as a fraction of the theoretical maximum amount of product (1.0 means a 100% yield; for example, 0.34 means a 34% yield). The reactants are [Br:1][C:2]1[CH:40]=[CH:39][CH:38]=[CH:37][C:3]=1[C:4](/[N:6]=[C:7]1/[N:8](C(=O)C2C=CC=CC=2Br)[CH:9]=[C:10]([N:13]2[C:17]3[CH:18]=[CH:19][C:20]([O:22][CH3:23])=[CH:21][C:16]=3[N:15]=[C:14]2[C:24]([F:27])([F:26])[F:25])[N:11]=[CH:12]/1)=[O:5].[Li+].[OH-].CCO.CCOC(C)=O. The catalyst is O. The product is [Br:1][C:2]1[CH:40]=[CH:39][CH:38]=[CH:37][C:3]=1[C:4]([NH:6][C:7]1[CH:12]=[N:11][C:10]([N:13]2[C:17]3[CH:18]=[CH:19][C:20]([O:22][CH3:23])=[CH:21][C:16]=3[N:15]=[C:14]2[C:24]([F:25])([F:26])[F:27])=[CH:9][N:8]=1)=[O:5]. The yield is 0.270.